This data is from Acute oral toxicity (LD50) regression data from Zhu et al.. The task is: Regression/Classification. Given a drug SMILES string, predict its toxicity properties. Task type varies by dataset: regression for continuous values (e.g., LD50, hERG inhibition percentage) or binary classification for toxic/non-toxic outcomes (e.g., AMES mutagenicity, cardiotoxicity, hepatotoxicity). Dataset: ld50_zhu. (1) The molecule is CCOC(=O)C1CCCCC1. The rat oral LD50 is 1.60, given as -log10 of the dose in mol/kg body weight (higher means more acutely toxic). (2) The compound is CCCNC(=O)C(C)Nc1ccc(OCC)cc1. The rat oral LD50 is 1.92, given as -log10 of the dose in mol/kg body weight (higher means more acutely toxic). (3) The drug is COc1cccc2c1C(=O)c1c(O)c3c(c(O)c1C2=O)CC(O)(C(C)=O)CC3OC1CC(N)C(O)C(C)O1. The rat oral LD50 is 3.20, given as -log10 of the dose in mol/kg body weight (higher means more acutely toxic). (4) The compound is CC(C)COC(=O)c1ccccc1. The rat oral LD50 is 1.50, given as -log10 of the dose in mol/kg body weight (higher means more acutely toxic). (5) The drug is CNC(=O)ON=C1CSCCSC1. The rat oral LD50 is 2.74, given as -log10 of the dose in mol/kg body weight (higher means more acutely toxic). (6) The drug is CCCCN1CC(C)CN=C1C(OCC)c1ccccc1. The rat oral LD50 is 2.52, given as -log10 of the dose in mol/kg body weight (higher means more acutely toxic).